From a dataset of Forward reaction prediction with 1.9M reactions from USPTO patents (1976-2016). Predict the product of the given reaction. Given the reactants C1(P(C2CCCCC2)C2C=CC=CC=2C2C(C(C)C)=CC(C(C)C)=CC=2C(C)C)CCCCC1.[O:35]1[CH2:40][CH2:39][N:38]([C:41]2[CH:47]=[CH:46][C:45]([N:48]3[CH2:53][CH2:52][O:51][CH2:50][CH2:49]3)=[CH:44][C:42]=2[NH2:43])[CH2:37][CH2:36]1.Cl[C:55]1[C:64]2[C:59](=[C:60]([C:65]3[CH:70]=[CH:69][CH:68]=[CH:67][N:66]=3)[CH:61]=[CH:62][CH:63]=2)[N:58]=[C:57]([C:71]2[CH:76]=[CH:75][CH:74]=[CH:73][N:72]=2)[C:56]=1[CH3:77].CC(C)([O-])C.[Na+], predict the reaction product. The product is: [N:38]1([C:41]2[CH:47]=[CH:46][C:45]([N:48]3[CH2:49][CH2:50][O:51][CH2:52][CH2:53]3)=[CH:44][C:42]=2[NH:43][C:55]2[C:64]3[C:59](=[C:60]([C:65]4[CH:70]=[CH:69][CH:68]=[CH:67][N:66]=4)[CH:61]=[CH:62][CH:63]=3)[N:58]=[C:57]([C:71]3[CH:76]=[CH:75][CH:74]=[CH:73][N:72]=3)[C:56]=2[CH3:77])[CH2:39][CH2:40][O:35][CH2:36][CH2:37]1.